From a dataset of Reaction yield outcomes from USPTO patents with 853,638 reactions. Predict the reaction yield, written as a fraction of the theoretical maximum amount of product (1.0 means a 100% yield; for example, 0.34 means a 34% yield). (1) The reactants are [C:1]([NH:6][C:7]1[N:15]=[C:14]2[C:10]([N:11]=[CH:12][N:13]2[C@@H:16]2[O:26][C@H:25]([CH2:27][O:28][C:29](=[O:33])[CH:30]([CH3:32])[CH3:31])[C@@H:18]([O:19][C:20](=[O:24])[CH:21]([CH3:23])[CH3:22])[CH2:17]2)=[C:9](N)[N:8]=1)(=[O:5])[CH:2]([CH3:4])[CH3:3].C(ON=O)CCCC.[I:43]CI.S([O-])([O-])=O.[Na+].[Na+]. The catalyst is C(Cl)(Cl)Cl. The product is [C:1]([NH:6][C:7]1[N:15]=[C:14]2[C:10]([N:11]=[CH:12][N:13]2[C@@H:16]2[O:26][C@H:25]([CH2:27][O:28][C:29](=[O:33])[CH:30]([CH3:32])[CH3:31])[C@@H:18]([O:19][C:20](=[O:24])[CH:21]([CH3:23])[CH3:22])[CH2:17]2)=[C:9]([I:43])[N:8]=1)(=[O:5])[CH:2]([CH3:4])[CH3:3]. The yield is 0.344. (2) The reactants are [CH:1]([N:4]1[CH:8]=[CH:7][CH:6]=[N:5]1)([CH3:3])[CH3:2].[N+:9]([O-])([O-:11])=[O:10].[K+]. The catalyst is OS(O)(=O)=O. The product is [CH:1]([N:4]1[CH:8]=[C:7]([N+:9]([O-:11])=[O:10])[CH:6]=[N:5]1)([CH3:3])[CH3:2]. The yield is 0.460. (3) The reactants are [CH3:1][C:2]1([CH2:22][C:23]([O:25][CH2:26][CH3:27])=[O:24])[CH2:11][CH2:10][C:9]2[C:4](=[CH:5][CH:6]=[C:7](B3OC(C)(C)C(C)(C)O3)[CH:8]=2)[C:3]1=[O:21].C(=O)([O-])[O-].[Cs+].[Cs+].Br[C:35]1[CH:40]=[CH:39][C:38]([N+:41]([O-:43])=[O:42])=[CH:37][N:36]=1. The catalyst is O1CCOCC1.O.C1C=CC([P]([Pd]([P](C2C=CC=CC=2)(C2C=CC=CC=2)C2C=CC=CC=2)([P](C2C=CC=CC=2)(C2C=CC=CC=2)C2C=CC=CC=2)[P](C2C=CC=CC=2)(C2C=CC=CC=2)C2C=CC=CC=2)(C2C=CC=CC=2)C2C=CC=CC=2)=CC=1. The product is [CH3:1][C:2]1([CH2:22][C:23]([O:25][CH2:26][CH3:27])=[O:24])[CH2:11][CH2:10][C:9]2[C:4](=[CH:5][CH:6]=[C:7]([C:35]3[CH:40]=[CH:39][C:38]([N+:41]([O-:43])=[O:42])=[CH:37][N:36]=3)[CH:8]=2)[C:3]1=[O:21]. The yield is 0.690. (4) No catalyst specified. The product is [NH2:21][CH:22]([C:26]1[CH:27]=[CH:28][C:29]([Cl:32])=[CH:30][CH:31]=1)[CH2:23][CH2:24][NH:25][C:12]([C:8]1[CH:7]=[C:6]2[C:11]([C:2](=[O:1])[NH:3][CH:4]=[N:5]2)=[CH:10][CH:9]=1)=[O:14]. The yield is 0.620. The reactants are [O:1]=[C:2]1[C:11]2[C:6](=[CH:7][C:8]([C:12]([OH:14])=O)=[CH:9][CH:10]=2)[N:5]=[CH:4][NH:3]1.C(OC(=O)[NH:21][CH:22]([C:26]1[CH:31]=[CH:30][C:29]([Cl:32])=[CH:28][CH:27]=1)[CH2:23][CH2:24][NH2:25])(C)(C)C.C(N(C(C)C)C(C)C)C. (5) The reactants are [NH2:1][CH2:2][CH2:3][O:4][N:5]=[CH:6][C:7]1[C:8]([F:30])=[C:9]([F:29])[C:10]([NH:20][C:21]2[CH:26]=[CH:25][C:24]([I:27])=[CH:23][C:22]=2[F:28])=[C:11]([CH:19]=1)[C:12]([NH:14][O:15][CH2:16][CH2:17][OH:18])=[O:13].CON(C(C)=O)[C:34](=[O:36])[CH3:35]. The catalyst is CN(C)C=O.CO. The product is [C:34]([NH:1][CH2:2][CH2:3][O:4][N:5]=[CH:6][C:7]1[C:8]([F:30])=[C:9]([F:29])[C:10]([NH:20][C:21]2[CH:26]=[CH:25][C:24]([I:27])=[CH:23][C:22]=2[F:28])=[C:11]([CH:19]=1)[C:12]([NH:14][O:15][CH2:16][CH2:17][OH:18])=[O:13])(=[O:36])[CH3:35]. The yield is 0.920. (6) The reactants are [C:1]([C:5]1[CH:6]=[C:7]([CH:15]=[CH:16][C:17]2[CH:18]=[C:19]([C:39]#[CH:40])[CH:20]=[C:21]([CH:23]=[CH:24][C:25]3[CH:30]=[C:29]([C:31]([CH3:34])([CH3:33])[CH3:32])[CH:28]=[C:27]([C:35]([CH3:38])([CH3:37])[CH3:36])[CH:26]=3)[CH:22]=2)[CH:8]=[C:9]([C:11]([CH3:14])([CH3:13])[CH3:12])[CH:10]=1)([CH3:4])([CH3:3])[CH3:2].Br[C:42]1[CH:43]=[C:44]([CH:47]=[C:48](Br)[CH:49]=1)[CH:45]=[O:46]. The catalyst is O1CCCC1.C(N(CC)CC)C.C1C=CC([P]([Pd]([P](C2C=CC=CC=2)(C2C=CC=CC=2)C2C=CC=CC=2)([P](C2C=CC=CC=2)(C2C=CC=CC=2)C2C=CC=CC=2)[P](C2C=CC=CC=2)(C2C=CC=CC=2)C2C=CC=CC=2)(C2C=CC=CC=2)C2C=CC=CC=2)=CC=1.[Cu]I. The product is [C:11]([C:9]1[CH:8]=[C:7]([CH:15]=[CH:16][C:17]2[CH:18]=[C:19]([C:39]#[C:40][C:42]3[CH:43]=[C:44]([CH:47]=[C:48]([C:40]#[C:39][C:19]4[CH:20]=[C:21]([CH:23]=[CH:24][C:25]5[CH:30]=[C:29]([C:31]([CH3:32])([CH3:33])[CH3:34])[CH:28]=[C:27]([C:35]([CH3:38])([CH3:36])[CH3:37])[CH:26]=5)[CH:22]=[C:17]([CH:16]=[CH:15][C:7]5[CH:6]=[C:5]([C:1]([CH3:4])([CH3:3])[CH3:2])[CH:10]=[C:9]([C:11]([CH3:14])([CH3:13])[CH3:12])[CH:8]=5)[CH:18]=4)[CH:49]=3)[CH:45]=[O:46])[CH:20]=[C:21]([CH:23]=[CH:24][C:25]3[CH:30]=[C:29]([C:31]([CH3:34])([CH3:33])[CH3:32])[CH:28]=[C:27]([C:35]([CH3:38])([CH3:37])[CH3:36])[CH:26]=3)[CH:22]=2)[CH:6]=[C:5]([C:1]([CH3:4])([CH3:3])[CH3:2])[CH:10]=1)([CH3:12])([CH3:14])[CH3:13]. The yield is 0.850.